This data is from Reaction yield outcomes from USPTO patents with 853,638 reactions. The task is: Predict the reaction yield, written as a fraction of the theoretical maximum amount of product (1.0 means a 100% yield; for example, 0.34 means a 34% yield). (1) The reactants are Br[CH:2]1[C:11](=O)[CH:10]([C:13]2[CH:18]=[CH:17][C:16]([F:19])=[CH:15][CH:14]=2)[CH2:9][C:4]2([O:8][CH2:7][CH2:6][O:5]2)[CH2:3]1.[Cl:20][C:21]1[N:22]=[CH:23][N:24]([C:26]2[CH:31]=[CH:30][C:29]([NH:32][C:33]([NH2:35])=[S:34])=[CH:28][C:27]=2[O:36][CH3:37])[CH:25]=1. The catalyst is C(O)C.CCOC(C)=O. The product is [Cl:20][C:21]1[N:22]=[CH:23][N:24]([C:26]2[CH:31]=[CH:30][C:29]([NH:32][C:33]3[S:34][C:2]4[CH2:3][C:4]5([O:8][CH2:7][CH2:6][O:5]5)[CH2:9][CH:10]([C:13]5[CH:18]=[CH:17][C:16]([F:19])=[CH:15][CH:14]=5)[C:11]=4[N:35]=3)=[CH:28][C:27]=2[O:36][CH3:37])[CH:25]=1. The yield is 0.570. (2) The reactants are [CH3:1][C:2]([C:4]1[CH:9]=[CH:8][CH:7]=[C:6]([N+:10]([O-:12])=[O:11])[CH:5]=1)=[O:3].[CH2:13]([CH:20]1[CH2:25][CH2:24][NH:23][CH2:22][CH2:21]1)[C:14]1[CH:19]=[CH:18][CH:17]=[CH:16][CH:15]=1.Cl.[CH2:27]=O. The catalyst is C(O)C.CCOC(C)=O. The product is [CH2:13]([CH:20]1[CH2:25][CH2:24][N:23]([CH2:27][CH2:1][C:2]([C:4]2[CH:9]=[CH:8][CH:7]=[C:6]([N+:10]([O-:12])=[O:11])[CH:5]=2)=[O:3])[CH2:22][CH2:21]1)[C:14]1[CH:19]=[CH:18][CH:17]=[CH:16][CH:15]=1. The yield is 0.200.